Dataset: Full USPTO retrosynthesis dataset with 1.9M reactions from patents (1976-2016). Task: Predict the reactants needed to synthesize the given product. (1) The reactants are: [CH3:1][C:2]1[CH:3]=[CH:4][C:5]([OH:24])=[C:6]([C@@H:8]([C:18]2[CH:19]=[CH:20][CH:21]=[CH:22][CH:23]=2)[CH2:9][CH2:10][N:11]([CH:15]([CH3:17])[CH3:16])[CH:12]([CH3:14])[CH3:13])[CH:7]=1.[NH:25]1[C:29](=[O:30])[CH2:28][CH2:27][C@H:26]1[C:31]([OH:33])=[O:32]. Given the product [CH3:1][C:2]1[CH:3]=[CH:4][C:5]([OH:24])=[C:6]([C@@H:8]([C:18]2[CH:19]=[CH:20][CH:21]=[CH:22][CH:23]=2)[CH2:9][CH2:10][N:11]([CH:12]([CH3:14])[CH3:13])[CH:15]([CH3:16])[CH3:17])[CH:7]=1.[NH:25]1[C:29](=[O:30])[CH2:28][CH2:27][C@H:26]1[C:31]([O-:33])=[O:32], predict the reactants needed to synthesize it. (2) Given the product [N+:1]([C:4]1[CH:5]=[C:6]([C:12]2[CH:13]=[CH:14][CH:15]=[CH:16][CH:17]=2)[CH:7]=[CH:8][C:9]=1[C:10]([OH:19])=[O:11])([O-:3])=[O:2], predict the reactants needed to synthesize it. The reactants are: [N+:1]([C:4]1[CH:5]=[C:6]([C:12]2[CH:17]=[CH:16][CH:15]=[CH:14][CH:13]=2)[CH:7]=[CH:8][C:9]=1[CH:10]=[O:11])([O-:3])=[O:2].B1([O-])O[O:19]1.O.O.O.O.[Na+]. (3) Given the product [O:8]([C:5]1[N:6]=[CH:7][C:2]([CH2:22][OH:23])=[CH:3][CH:4]=1)[C:9]1[CH:14]=[CH:13][CH:12]=[CH:11][CH:10]=1, predict the reactants needed to synthesize it. The reactants are: Br[C:2]1[CH:3]=[CH:4][C:5]([O:8][C:9]2[CH:14]=[CH:13][CH:12]=[CH:11][CH:10]=2)=[N:6][CH:7]=1.C([Li])CCC.CN(C)[CH:22]=[O:23].[BH4-].[Na+]. (4) The reactants are: [CH2:1]([O:8][C@H:9]1[CH2:13][N:12](C(OC(C)(C)C)=O)[C@H:11]([CH2:21][O:22][C:23]2[CH:32]=[CH:31][C:26]([C:27]([O:29][CH3:30])=[O:28])=[CH:25][C:24]=2[N+:33]([O-:35])=[O:34])[CH2:10]1)[C:2]1[CH:7]=[CH:6][CH:5]=[CH:4][CH:3]=1.C(O)(C(F)(F)F)=O. Given the product [CH2:1]([O:8][C@H:9]1[CH2:13][NH:12][C@H:11]([CH2:21][O:22][C:23]2[CH:32]=[CH:31][C:26]([C:27]([O:29][CH3:30])=[O:28])=[CH:25][C:24]=2[N+:33]([O-:35])=[O:34])[CH2:10]1)[C:2]1[CH:7]=[CH:6][CH:5]=[CH:4][CH:3]=1, predict the reactants needed to synthesize it. (5) Given the product [CH2:15]([O:17][C:18](=[O:21])[CH2:19][S:11][C:9]1[NH:8][C:7]2[CH:12]=[C:3]([O:2][CH3:1])[CH:4]=[CH:5][C:6]=2[N:10]=1)[CH3:16], predict the reactants needed to synthesize it. The reactants are: [CH3:1][O:2][C:3]1[CH:4]=[CH:5][C:6]2[N:10]=[C:9]([SH:11])[NH:8][C:7]=2[CH:12]=1.[H-].[Na+].[CH2:15]([O:17][C:18](=[O:21])[CH2:19]Br)[CH3:16]. (6) Given the product [CH3:2][O:3][C:4]1[CH:9]=[C:8]2[C:7](=[CH:6][CH:5]=1)[NH:10][C:13]1[CH2:18][CH2:17][CH:16]([C:19]([O:21][CH3:22])=[O:20])[CH2:15][C:14]2=1, predict the reactants needed to synthesize it. The reactants are: Cl.[CH3:2][O:3][C:4]1[CH:9]=[CH:8][C:7]([NH:10]N)=[CH:6][CH:5]=1.O=[C:13]1[CH2:18][CH2:17][CH:16]([C:19]([O:21][CH3:22])=[O:20])[CH2:15][CH2:14]1. (7) Given the product [Cl:21][C:3]1[CH:4]=[C:5]([C:9]([F:12])([F:10])[F:11])[C:6]([NH2:8])=[N:7][C:2]=1[CH3:1], predict the reactants needed to synthesize it. The reactants are: [CH3:1][C:2]1[N:7]=[C:6]([NH2:8])[C:5]([C:9]([F:12])([F:11])[F:10])=[CH:4][CH:3]=1.OO.O.C(=O)(O)[O-].[Na+].[ClH:21]. (8) Given the product [CH3:23][O:24][C:25]([C:27]1[CH:28]=[C:29]([CH3:51])[C:30]2[O:36][C:35]3[C:37]([Cl:47])=[CH:38][C:39]([N:41]4[CH2:42][CH2:43][N:44]([C:19](=[O:20])[C:14]5[CH:15]=[CH:16][CH:17]=[CH:18][C:13]=5[CH3:22])[CH2:45][CH2:46]4)=[CH:40][C:34]=3[CH2:33][S:32](=[O:48])(=[O:49])[C:31]=2[CH:50]=1)=[O:26], predict the reactants needed to synthesize it. The reactants are: C(C1NC=CN=1)(C1NC=CN=1)=O.[C:13]1([CH3:22])[C:14]([C:19](O)=[O:20])=[CH:15][CH:16]=[CH:17][CH:18]=1.[CH3:23][O:24][C:25]([C:27]1[CH:28]=[C:29]([CH3:51])[C:30]2[O:36][C:35]3[C:37]([Cl:47])=[CH:38][C:39]([N:41]4[CH2:46][CH2:45][NH:44][CH2:43][CH2:42]4)=[CH:40][C:34]=3[CH2:33][S:32](=[O:49])(=[O:48])[C:31]=2[CH:50]=1)=[O:26].